This data is from Full USPTO retrosynthesis dataset with 1.9M reactions from patents (1976-2016). The task is: Predict the reactants needed to synthesize the given product. (1) Given the product [Cl:10][C:11]1[CH:12]=[C:13]([CH:17]=[CH:18][CH:19]=1)[C:14]([NH:6][NH:5][C:7](=[NH:8])[NH2:9])=[O:15], predict the reactants needed to synthesize it. The reactants are: C(=O)(O)O.[NH:5]([C:7](=[NH:9])[NH2:8])[NH2:6].[Cl:10][C:11]1[CH:12]=[C:13]([CH:17]=[CH:18][CH:19]=1)[C:14](Cl)=[O:15].[OH-].[Na+]. (2) Given the product [CH3:16][S:17]([O:8][CH2:7][C:5]1[CH:6]=[N:1][CH:2]=[N:3][CH:4]=1)(=[O:19])=[O:18], predict the reactants needed to synthesize it. The reactants are: [N:1]1[CH:6]=[C:5]([CH2:7][OH:8])[CH:4]=[N:3][CH:2]=1.C(N(CC)CC)C.[CH3:16][S:17](O[S:17]([CH3:16])(=[O:19])=[O:18])(=[O:19])=[O:18].